Dataset: Catalyst prediction with 721,799 reactions and 888 catalyst types from USPTO. Task: Predict which catalyst facilitates the given reaction. (1) Reactant: [N:1]1[C:10]2[C:5](=[CH:6][C:7]([CH2:11][C:12]3[N:16]4[N:17]=[C:18]([C:21](=O)[CH3:22])[CH:19]=[CH:20][C:15]4=[N:14][N:13]=3)=[CH:8][CH:9]=2)[CH:4]=[CH:3][CH:2]=1.[CH3:24][O:25][NH2:26]. Product: [CH3:24][O:25]/[N:26]=[C:21](/[C:18]1[CH:19]=[CH:20][C:15]2[N:16]([C:12]([CH2:11][C:7]3[CH:6]=[C:5]4[C:10](=[CH:9][CH:8]=3)[N:1]=[CH:2][CH:3]=[CH:4]4)=[N:13][N:14]=2)[N:17]=1)\[CH3:22]. The catalyst class is: 5. (2) Reactant: [Cl:1][C:2]1[CH:3]=[C:4]([CH:49]=[CH:50][CH:51]=1)[CH2:5][N:6]1[CH:11]=[CH:10][CH:9]=[C:8]([C:12]([NH:14][C@@H:15]([CH2:23][CH2:24][CH2:25][NH:26][C:27]([NH:29]S(C2C(C)=C3C(=C(C)C=2C)OC(C)(C)CC3)(=O)=O)=[NH:28])[C:16]([O:18]C(C)(C)C)=[O:17])=[O:13])[C:7]1=[O:48].[C:52]([OH:58])([C:54]([F:57])([F:56])[F:55])=[O:53].C([SiH](CC)CC)C. Product: [NH:26]([CH2:25][CH2:24][CH2:23][C@H:15]([NH:14][C:12]([C:8]1[C:7](=[O:48])[N:6]([CH2:5][C:4]2[CH:49]=[CH:50][CH:51]=[C:2]([Cl:1])[CH:3]=2)[CH:11]=[CH:10][CH:9]=1)=[O:13])[C:16]([OH:18])=[O:17])[C:27]([NH2:29])=[NH:28].[C:52]([OH:58])([C:54]([F:57])([F:56])[F:55])=[O:53]. The catalyst class is: 6. (3) Reactant: [F:1][C:2]1[CH:7]=[CH:6][C:5]([C:8]2[N:9]([CH:18]([CH3:20])[CH3:19])[N:10]=[C:11]3[C:17]=2[CH2:16][CH2:15][NH:14][CH2:13][CH2:12]3)=[CH:4][CH:3]=1.[C:21]([OH:33])(=[O:32])[CH2:22][C:23]([CH2:28][C:29]([OH:31])=[O:30])([C:25]([OH:27])=[O:26])[OH:24]. Product: [C:21]([OH:33])(=[O:32])[CH2:22][C:23]([CH2:28][C:29]([OH:31])=[O:30])([C:25]([OH:27])=[O:26])[OH:24].[F:1][C:2]1[CH:7]=[CH:6][C:5]([C:8]2[N:9]([CH:18]([CH3:20])[CH3:19])[N:10]=[C:11]3[C:17]=2[CH2:16][CH2:15][NH:14][CH2:13][CH2:12]3)=[CH:4][CH:3]=1. The catalyst class is: 191. (4) Reactant: [F:1][C:2]1[CH:3]=[C:4]([C:9](=O)[CH2:10][NH:11][C:12]([CH3:18])([CH3:17])[C:13]([O:15]C)=O)[CH:5]=[C:6]([F:8])[CH:7]=1.Cl.[CH2:21]([O:23][C:24](=[O:27])[CH2:25][NH2:26])[CH3:22].CC(O)=O.[BH3-]C#N.[Na+]. Product: [F:8][C:6]1[CH:5]=[C:4]([CH:9]2[N:26]([CH2:25][C:24]([O:23][CH2:21][CH3:22])=[O:27])[C:13](=[O:15])[C:12]([CH3:18])([CH3:17])[NH:11][CH2:10]2)[CH:3]=[C:2]([F:1])[CH:7]=1. The catalyst class is: 5. (5) Reactant: [Br:1][C:2]1[CH:3]=[C:4]([C:7]([OH:9])=[O:8])[S:5][CH:6]=1.S(=O)(=O)(O)O.C(=O)(O)[O-].[Na+].[CH2:20](O)[CH3:21]. Product: [Br:1][C:2]1[CH:3]=[C:4]([C:7]([O:9][CH2:20][CH3:21])=[O:8])[S:5][CH:6]=1. The catalyst class is: 6. (6) Reactant: C(OC(=O)[N:7]([CH2:19][C:20]1[CH:25]=[CH:24][CH:23]=[CH:22][CH:21]=1)[CH2:8][CH2:9]/[CH:10]=[CH:11]/[C:12]1[CH:17]=[CH:16][C:15]([F:18])=[CH:14][CH:13]=1)(C)(C)C.FC(F)(F)C(O)=O. Product: [CH2:19]([NH:7][CH2:8][CH2:9]/[CH:10]=[CH:11]/[C:12]1[CH:17]=[CH:16][C:15]([F:18])=[CH:14][CH:13]=1)[C:20]1[CH:21]=[CH:22][CH:23]=[CH:24][CH:25]=1. The catalyst class is: 2. (7) Reactant: F[C:2]1[CH:3]=[C:4]([CH:7]=[CH:8][CH:9]=1)[C:5]#[N:6].[CH2:10]([O:14][C:15]1[CH:16]=[C:17](O)[CH:18]=[CH:19][CH:20]=1)[CH2:11][CH2:12][CH3:13].C(=O)([O-])[O-:23].[Cs+].[Cs+].Cl. Product: [CH2:10]([O:14][C:15]1[CH:16]=[CH:17][C:18]([O:23][C:2]2[CH:3]=[C:4]([CH:7]=[CH:8][CH:9]=2)[C:5]#[N:6])=[CH:19][CH:20]=1)[CH2:11][CH2:12][CH3:13]. The catalyst class is: 3. (8) The catalyst class is: 12. Reactant: C(O[C:6](=O)[NH:7][C:8]1[CH:13]=[CH:12][C:11]([F:14])=[CH:10][C:9]=1[NH2:15])(C)(C)C.[CH:17]1([CH:23]=O)[CH2:22][CH2:21][CH2:20][CH2:19][CH2:18]1.[Cl:25][C:26]1[CH:36]=[CH:35][C:29]([O:30][CH2:31]C(O)=O)=[C:28]([CH3:37])[CH:27]=1.[CH:38]1([N+:44]#[C-:45])[CH2:43][CH2:42][CH2:41][CH2:40][CH2:39]1.Cl.C[OH:48]. Product: [Cl:25][C:26]1[CH:36]=[CH:35][C:29]([O:30][CH2:31][C:6]2[N:15]([CH:23]([CH:17]3[CH2:18][CH2:19][CH2:20][CH2:21][CH2:22]3)[C:45]([NH:44][CH:38]3[CH2:43][CH2:42][CH2:41][CH2:40][CH2:39]3)=[O:48])[C:9]3[CH:10]=[C:11]([F:14])[CH:12]=[CH:13][C:8]=3[N:7]=2)=[C:28]([CH3:37])[CH:27]=1.